Dataset: Full USPTO retrosynthesis dataset with 1.9M reactions from patents (1976-2016). Task: Predict the reactants needed to synthesize the given product. Given the product [O:43]1[CH:42]2[C@@:33]34[CH2:34][CH2:35][N:36]([CH2:37][CH:38]=[CH2:39])[C@@H:31]([C@:32]3([OH:48])[CH2:46][CH2:45][C:44]2=[O:47])[CH2:30][C:29]2=[C:28]4[C:27]1=[C:26]([OH:49])[CH:25]=[CH:24]2, predict the reactants needed to synthesize it. The reactants are: C=CCN1[C@@H]2CC3C=CC(O)=C4O[C@H]5[C@@H](O)C=C[C@@H]2[C@]5(C=34)CC1.[CH:24]1[C:29]2[CH2:30][C@H:31]3[N:36]([CH2:37][CH:38]4CC[CH2:39]4)[CH2:35][CH2:34][C@:33]45[C@H:42]([C@@H:44]([OH:47])[CH2:45][CH2:46][C@@:32]34[OH:48])[O:43][C:27]([C:28]=25)=[C:26]([OH:49])[CH:25]=1.